Dataset: Full USPTO retrosynthesis dataset with 1.9M reactions from patents (1976-2016). Task: Predict the reactants needed to synthesize the given product. (1) Given the product [NH2:8][CH2:7][C@H:6]([C@@H:2]1[CH:3]=[CH:4][CH2:5][O:1]1)[OH:19], predict the reactants needed to synthesize it. The reactants are: [O:1]1[CH2:5][CH:4]=[CH:3][C@H:2]1[C@H:6]([OH:19])[CH2:7][NH:8]C(=O)OCC1C=CC=CC=1.CC1C=CC(S(O[C@H]([C@@H]2C=CCO2)CO)(=O)=O)=CC=1. (2) Given the product [O:1]1[C:5]([C:6]2[CH:11]=[CH:10][C:9]([C:12]([NH:15][C:16](=[O:17])[O:18][C:19]([CH3:22])([CH3:21])[CH3:20])([CH3:13])[CH3:14])=[CH:8][CH:7]=2)=[CH:4][CH:3]=[N:2]1, predict the reactants needed to synthesize it. The reactants are: [O:1]1[C:5]([C:6]2[CH:11]=[CH:10][C:9]([C:12]([NH2:15])([CH3:14])[CH3:13])=[CH:8][CH:7]=2)=[CH:4][CH:3]=[N:2]1.[C:16](O[C:16]([O:18][C:19]([CH3:22])([CH3:21])[CH3:20])=[O:17])([O:18][C:19]([CH3:22])([CH3:21])[CH3:20])=[O:17]. (3) Given the product [OH2:15].[OH2:15].[ClH:29].[CH3:1][N:2]1[C:14]2[CH2:13][CH2:12][CH:11]([CH2:22][N:18]3[CH:19]=[CH:20][N:21]=[C:17]3[CH3:16])[C:10](=[O:15])[C:9]=2[C:8]2[C:3]1=[CH:4][CH:5]=[CH:6][CH:7]=2, predict the reactants needed to synthesize it. The reactants are: [CH3:1][N:2]1[C:14]2[CH2:13][CH2:12][CH2:11][C:10](=[O:15])[C:9]=2[C:8]2[C:3]1=[CH:4][CH:5]=[CH:6][CH:7]=2.[CH3:16][C:17]1[NH:18][CH:19]=[CH:20][N:21]=1.[CH3:22]N(CN(C)C)C.[Cl:29][Si](C)(C)C. (4) Given the product [NH2:24][CH2:23][C:20]1[C:21]([NH2:22])=[N:14][C:13]([C:8]2[CH:7]=[CH:6][C:5]3[C:10](=[CH:11][CH:12]=[C:3]([O:2][CH3:1])[CH:4]=3)[CH:9]=2)=[N:15][C:19]=1[C:18]1[CH:25]=[CH:26][C:27]([Cl:29])=[CH:28][C:17]=1[Cl:16], predict the reactants needed to synthesize it. The reactants are: [CH3:1][O:2][C:3]1[CH:4]=[C:5]2[C:10](=[CH:11][CH:12]=1)[CH:9]=[C:8]([C:13]([NH2:15])=[NH:14])[CH:7]=[CH:6]2.[Cl:16][C:17]1[CH:28]=[C:27]([Cl:29])[CH:26]=[CH:25][C:18]=1[CH:19]=[C:20]([C:23]#[N:24])[C:21]#[N:22]. (5) Given the product [Br:50][C:46]1[CH:45]=[C:41]2[C:40](=[CH:48][C:47]=1[CH3:49])[N:39]=[CH:16][N:18]([CH2:19][C:20]1[CH:25]=[C:24]([Cl:26])[CH:23]=[CH:22][C:21]=1[S:27][CH2:28][CH3:29])[C:42]2=[O:44], predict the reactants needed to synthesize it. The reactants are: ClC1C=CC(SCC)=C(CN)C=1.NC1C=CC(OC(F)(F)F)=CC=1[C:16]([NH:18][CH2:19][C:20]1[CH:25]=[C:24]([Cl:26])[CH:23]=[CH:22][C:21]=1[S:27][CH2:28][CH3:29])=O.[NH2:39][C:40]1[CH:48]=[C:47]([CH3:49])[C:46]([Br:50])=[CH:45][C:41]=1[C:42]([OH:44])=O. (6) Given the product [C:22]([O:26][C:27]([N:29]1[C:18]2[CH2:19][CH2:20][N:15]([C:13]([O:12][C:8]([CH3:11])([CH3:10])[CH3:9])=[O:14])[CH2:16][C:17]=2[CH:31]=[C:30]1[CH2:33][O:34][Si:35]([C:48]([CH3:51])([CH3:50])[CH3:49])([C:36]1[CH:41]=[CH:40][CH:39]=[CH:38][CH:37]=1)[C:42]1[CH:43]=[CH:44][CH:45]=[CH:46][CH:47]=1)=[O:28])([CH3:25])([CH3:23])[CH3:24], predict the reactants needed to synthesize it. The reactants are: C(NC(C)C)(C)C.[C:8]([O:12][C:13]([N:15]1[CH2:20][CH2:19][C:18](=O)[CH2:17][CH2:16]1)=[O:14])([CH3:11])([CH3:10])[CH3:9].[C:22]([O:26][C:27]([NH:29][CH:30]([CH2:33][O:34][Si:35]([C:48]([CH3:51])([CH3:50])[CH3:49])([C:42]1[CH:47]=[CH:46][CH:45]=[CH:44][CH:43]=1)[C:36]1[CH:41]=[CH:40][CH:39]=[CH:38][CH:37]=1)[CH:31]=O)=[O:28])([CH3:25])([CH3:24])[CH3:23].Cl.C(=O)(O)[O-].[Na+]. (7) Given the product [OH:25][CH2:24][CH2:23][O:22][C:3]1[C:2]([C:34]2[CH:35]=[N:36][CH:37]=[N:38][CH:39]=2)=[CH:21][C:6]([C:7]([NH:9][C:10]2[CH:15]=[CH:14][C:13]([O:16][C:17]([F:20])([F:19])[F:18])=[CH:12][CH:11]=2)=[O:8])=[CH:5][N:4]=1, predict the reactants needed to synthesize it. The reactants are: Br[C:2]1[C:3]([O:22][CH2:23][CH2:24][OH:25])=[N:4][CH:5]=[C:6]([CH:21]=1)[C:7]([NH:9][C:10]1[CH:15]=[CH:14][C:13]([O:16][C:17]([F:20])([F:19])[F:18])=[CH:12][CH:11]=1)=[O:8].CC1(C)C(C)(C)OB([C:34]2[CH:35]=[N:36][CH:37]=[N:38][CH:39]=2)O1.[O-]P([O-])([O-])=O.[K+].[K+].[K+]. (8) Given the product [Cl:1][C:2]1[CH:10]=[CH:9][CH:8]=[C:7]2[C:3]=1[CH:4]=[CH:5][N:6]2[CH2:11][C:12]1[NH:13][CH2:14][NH:15][CH:16]=1, predict the reactants needed to synthesize it. The reactants are: [Cl:1][C:2]1[CH:10]=[CH:9][CH:8]=[C:7]2[C:3]=1[CH:4]=[CH:5][N:6]2[CH2:11][C:12]1[N:13]=[CH:14][N:15](C(C2C=CC=CC=2)(C2C=CC=CC=2)C2C=CC=CC=2)[CH:16]=1.O.[OH-].[Na+]. (9) Given the product [Br:1][C:2]1[CH:7]=[CH:6][C:5]([C@:8]2([C:28]([F:29])([F:30])[F:31])[C:18]#[C:17][CH2:16][S:15][CH2:14][C@@H:13]([C:19]#[N:21])[NH:12][C:11](=[O:22])[C@H:10]([CH2:23][C:24]([F:27])([CH3:26])[CH3:25])[NH:9]2)=[CH:4][CH:3]=1, predict the reactants needed to synthesize it. The reactants are: [Br:1][C:2]1[CH:7]=[CH:6][C:5]([C@:8]2([C:28]([F:31])([F:30])[F:29])[C:18]#[C:17][CH2:16][S:15][CH2:14][C@@H:13]([C:19]([NH2:21])=O)[NH:12][C:11](=[O:22])[C@H:10]([CH2:23][C:24]([F:27])([CH3:26])[CH3:25])[NH:9]2)=[CH:4][CH:3]=1.N1C=CC=CC=1.C(OC(C(F)(F)F)=O)(C(F)(F)F)=O.C([O-])(O)=O.[Na+]. (10) Given the product [Cl:24][C:21]1[S:20][C:19]([C:17]2[O:16][N:15]=[C:14]([CH2:13][N:9]3[N:10]=[N:11][C:7]([C:5]([OH:4])=[O:6])=[N:8]3)[CH:18]=2)=[CH:23][CH:22]=1, predict the reactants needed to synthesize it. The reactants are: [Na].C([O:4][C:5]([C:7]1[N:8]=[N:9][NH:10][N:11]=1)=[O:6])C.Br[CH2:13][C:14]1[CH:18]=[C:17]([C:19]2[S:20][C:21]([Cl:24])=[CH:22][CH:23]=2)[O:16][N:15]=1.